From a dataset of NCI-60 drug combinations with 297,098 pairs across 59 cell lines. Regression. Given two drug SMILES strings and cell line genomic features, predict the synergy score measuring deviation from expected non-interaction effect. (1) Drug 1: C1=C(C(=O)NC(=O)N1)N(CCCl)CCCl. Drug 2: C1=NC2=C(N=C(N=C2N1C3C(C(C(O3)CO)O)O)F)N. Cell line: M14. Synergy scores: CSS=7.35, Synergy_ZIP=-9.58, Synergy_Bliss=-13.2, Synergy_Loewe=-14.5, Synergy_HSA=-13.6. (2) Drug 1: CN(C)N=NC1=C(NC=N1)C(=O)N. Drug 2: C1=NC(=NC(=O)N1C2C(C(C(O2)CO)O)O)N. Cell line: NCIH23. Synergy scores: CSS=1.73, Synergy_ZIP=-1.30, Synergy_Bliss=-2.92, Synergy_Loewe=-3.86, Synergy_HSA=-3.01.